This data is from Full USPTO retrosynthesis dataset with 1.9M reactions from patents (1976-2016). The task is: Predict the reactants needed to synthesize the given product. (1) Given the product [I:1][C:2]1[C:3]2[C:4](=[CH:8][N:9]([CH2:12][CH2:13][C:14]([CH3:17])([OH:16])[CH3:15])[N:10]=2)[N:5]=[CH:6][CH:7]=1, predict the reactants needed to synthesize it. The reactants are: [I:1][C:2]1[C:3]2[C:4](=[CH:8][NH:9][N:10]=2)[N:5]=[CH:6][CH:7]=1.Br[CH2:12][CH2:13][C:14]([CH3:17])([OH:16])[CH3:15].C([O-])([O-])=O.[Cs+].[Cs+]. (2) Given the product [NH2:10][C:7]1[N:6]([C:20]2[CH:21]=[CH:22][CH:23]=[CH:24][CH:25]=2)[N:5]=[C:4]([O:3][CH2:1][CH3:2])[C:8]=1[NH:39][C:40](=[O:49])[O:41][CH2:42][C:43]1[CH:44]=[CH:45][CH:46]=[CH:47][CH:48]=1, predict the reactants needed to synthesize it. The reactants are: [CH2:1]([O:3][C:4]1[C:8](C)=[C:7]([NH:10]C(=O)OC2C=CC=CC=2)[N:6]([C:20]2[CH:25]=[CH:24][CH:23]=[CH:22][CH:21]=2)[N:5]=1)[CH3:2].NC1N(C2C=CC=CC=2)NC(=O)C=1[NH:39][C:40](=[O:49])[O:41][CH2:42][C:43]1[CH:48]=[CH:47][CH:46]=[CH:45][CH:44]=1.NC1N(C2C=CC=CC=2)NC(=O)C=1C. (3) Given the product [Cl:40][C:36]1[CH:35]=[C:34]([CH2:33][N:21]2[CH:22]=[C:17]([C:15]3[O:14][N:13]=[C:12]([C:9]4[CH:10]=[CH:11][C:6]([C:3]([CH3:5])([CH3:4])[C:2]([F:1])([F:24])[F:25])=[CH:7][CH:8]=4)[N:16]=3)[CH:18]=[CH:19][C:20]2=[O:23])[CH:39]=[CH:38][N:37]=1, predict the reactants needed to synthesize it. The reactants are: [F:1][C:2]([F:25])([F:24])[C:3]([C:6]1[CH:11]=[CH:10][C:9]([C:12]2[N:16]=[C:15]([C:17]3[CH:18]=[CH:19][C:20](=[O:23])[NH:21][CH:22]=3)[O:14][N:13]=2)=[CH:8][CH:7]=1)([CH3:5])[CH3:4].[H-].[Na+].CS(O[CH2:33][C:34]1[CH:39]=[CH:38][N:37]=[C:36]([Cl:40])[CH:35]=1)(=O)=O.O. (4) Given the product [Cl:1][C:2]1[CH:7]=[CH:6][CH:5]=[C:4]([Cl:8])[C:3]=1[CH2:9][S:10]([C:13]1[CH:14]=[C:15]2[C:19](=[CH:20][CH:21]=1)[NH:18][C:17](=[O:22])/[C:16]/2=[CH:23]\[C:24]1[NH:28][C:27]([CH3:29])=[C:26]([CH2:30][C:31]([NH:41][CH2:40][CH2:39][NH:38][CH2:37][C:36]([F:43])([F:42])[F:35])=[O:33])[C:25]=1[CH3:34])(=[O:11])=[O:12], predict the reactants needed to synthesize it. The reactants are: [Cl:1][C:2]1[CH:7]=[CH:6][CH:5]=[C:4]([Cl:8])[C:3]=1[CH2:9][S:10]([C:13]1[CH:14]=[C:15]2[C:19](=[CH:20][CH:21]=1)[NH:18][C:17](=[O:22])/[C:16]/2=[CH:23]\[C:24]1[NH:28][C:27]([CH3:29])=[C:26]([CH2:30][C:31]([OH:33])=O)[C:25]=1[CH3:34])(=[O:12])=[O:11].[F:35][C:36]([F:43])([F:42])[CH2:37][NH:38][CH2:39][CH2:40][NH2:41].C1C=CC2N(O)N=NC=2C=1.CCN=C=NCCCN(C)C. (5) Given the product [Cl:30][C:31]1[C:39]([F:40])=[CH:38][CH:37]=[C:36]2[C:32]=1[CH2:33][CH2:34][N:35]2[C@H:41]1[CH2:51][CH2:52][N:44]([C:45]2[CH:50]=[CH:49][CH:48]=[CH:47][CH:46]=2)[C:42]1=[O:43], predict the reactants needed to synthesize it. The reactants are: N(C(OC(C)(C)C)=O)=NC(OC(C)(C)C)=O.C(P(CCCC)CCCC)CCC.[Cl:30][C:31]1[C:39]([F:40])=[CH:38][CH:37]=[C:36]2[C:32]=1[CH2:33][CH2:34][N:35]2[C@@H:41]([CH2:51][CH2:52]O)[C:42]([NH:44][C:45]1[CH:50]=[CH:49][CH:48]=[CH:47][CH:46]=1)=[O:43]. (6) Given the product [CH3:14][C:4]1[CH:5]=[C:6]([NH:8][C:9]2[NH:13][N:12]=[CH:11][CH:10]=2)[N:7]=[C:2]([N:25]2[CH2:26][CH2:27][CH2:28][C@@H:23]([NH:22][C:20](=[O:21])[O:19][C:15]([CH3:17])([CH3:16])[CH3:18])[CH2:24]2)[N:3]=1, predict the reactants needed to synthesize it. The reactants are: Cl[C:2]1[N:7]=[C:6]([NH:8][C:9]2[NH:13][N:12]=[CH:11][CH:10]=2)[CH:5]=[C:4]([CH3:14])[N:3]=1.[C:15]([O:19][C:20]([NH:22][C@@H:23]1[CH2:28][CH2:27][CH2:26][NH:25][CH2:24]1)=[O:21])([CH3:18])([CH3:17])[CH3:16].CCN(C(C)C)C(C)C.